From a dataset of Forward reaction prediction with 1.9M reactions from USPTO patents (1976-2016). Predict the product of the given reaction. (1) Given the reactants CC(C)([O-])C.[K+].[CH3:7][C:8]1[NH:12][C:11]([C:13]([O:15][CH2:16][CH3:17])=[O:14])=[C:10]([C:18]2[CH:23]=[CH:22][CH:21]=[CH:20][CH:19]=2)[C:9]=1[C:24]([O:26][CH2:27][CH3:28])=[O:25].Br[CH2:30][CH2:31][CH2:32][OH:33], predict the reaction product. The product is: [OH:33][CH2:32][CH2:31][CH2:30][N:12]1[C:8]([CH3:7])=[C:9]([C:24]([O:26][CH2:27][CH3:28])=[O:25])[C:10]([C:18]2[CH:23]=[CH:22][CH:21]=[CH:20][CH:19]=2)=[C:11]1[C:13]([O:15][CH2:16][CH3:17])=[O:14]. (2) Given the reactants Cl[CH2:2][C:3]1[CH:4]=[CH:5][C:6]([CH2:9][CH2:10][C:11]2[N:12]=[N:13][C:14]([CH2:17][CH2:18][C:19]3[CH:24]=[CH:23][CH:22]=[CH:21][CH:20]=3)=[CH:15][CH:16]=2)=[N:7][CH:8]=1.[NH:25]1[CH2:29][CH2:28][CH2:27][CH2:26]1, predict the reaction product. The product is: [CH2:17]([C:14]1[N:13]=[N:12][C:11]([CH2:10][CH2:9][C:6]2[CH:5]=[CH:4][C:3]([CH2:2][N:25]3[CH2:29][CH2:28][CH2:27][CH2:26]3)=[CH:8][N:7]=2)=[CH:16][CH:15]=1)[CH2:18][C:19]1[CH:24]=[CH:23][CH:22]=[CH:21][CH:20]=1.